From a dataset of Reaction yield outcomes from USPTO patents with 853,638 reactions. Predict the reaction yield, written as a fraction of the theoretical maximum amount of product (1.0 means a 100% yield; for example, 0.34 means a 34% yield). (1) The reactants are CCN(C(C)C)C(C)C.[Li]CCCC.CN(P(N(C)C)(N(C)C)=O)C.[O:26]1[CH2:30][CH2:29][CH2:28][CH:27]1[C:31]([O:33][CH3:34])=[O:32].[CH:35]1[CH:40]=[CH:39][CH:38]=[CH:37][CH:36]=1.C1[CH2:45][O:44][CH2:43]C1. The catalyst is CCOC(C)=O. The product is [CH2:43]([O:44][CH2:45][C:27]1([C:31]([O:33][CH3:34])=[O:32])[CH2:28][CH2:29][CH2:30][O:26]1)[C:35]1[CH:40]=[CH:39][CH:38]=[CH:37][CH:36]=1. The yield is 0.550. (2) The reactants are [CH2:1]([O:3][CH2:4][O:5][C:6]1[CH:11]=[CH:10][C:9]([C:12]2[CH:17]=[CH:16][C:15]([C:18]([F:21])([F:20])[F:19])=[CH:14][CH:13]=2)=[CH:8][CH:7]=1)[CH3:2].C([Li])CCC.[CH2:27]([S:30][S:30][CH2:27][CH2:28][CH3:29])[CH2:28][CH3:29]. The catalyst is C(OCC)C.CCCCCC. The product is [CH2:27]([S:30][C:7]1[CH:8]=[C:9]([C:12]2[CH:17]=[CH:16][C:15]([C:18]([F:19])([F:20])[F:21])=[CH:14][CH:13]=2)[CH:10]=[CH:11][C:6]=1[O:5][CH2:4][O:3][CH2:1][CH3:2])[CH2:28][CH3:29]. The yield is 0.695. (3) The reactants are [F:1][C:2]1[C:9]([F:10])=[CH:8][C:5]([CH:6]=[O:7])=[C:4]([O:11][C@H:12]([CH2:14][CH:15]=[CH2:16])[CH3:13])[CH:3]=1.[H-].[Al+3].[Li+].[H-].[H-].[H-]. The catalyst is C1COCC1. The product is [F:1][C:2]1[C:9]([F:10])=[CH:8][C:5]([CH2:6][OH:7])=[C:4]([O:11][C@H:12]([CH2:14][CH:15]=[CH2:16])[CH3:13])[CH:3]=1. The yield is 0.830. (4) The reactants are [CH3:1][C:2]1[CH:3]=[C:4]([N:8]2[N:12]=[N:11][C:10]([CH:13]([OH:15])[CH3:14])=[N:9]2)[CH:5]=[CH:6][CH:7]=1.[C:16](OC=C)(=[O:18])[CH3:17]. The catalyst is C1(C)C=CC=CC=1. The product is [C:16]([O:15][C@@H:13]([C:10]1[N:11]=[N:12][N:8]([C:4]2[CH:5]=[CH:6][CH:7]=[C:2]([CH3:1])[CH:3]=2)[N:9]=1)[CH3:14])(=[O:18])[CH3:17]. The yield is 0.420. (5) The reactants are [F:1][C:2]1[CH:11]=[CH:10][C:9]([O:12][CH2:13][CH2:14][CH3:15])=[C:8]2[C:3]=1[C:4](=[O:18])[C:5](I)=[C:6]([CH3:16])[NH:7]2.[CH3:19][O:20][C:21]1[CH:26]=[CH:25][C:24](B(O)O)=[CH:23][CH:22]=1.C(=O)([O-])[O-].[Na+].[Na+]. The catalyst is C1C=CC(P(C2C=CC=CC=2)[C-]2C=CC=C2)=CC=1.C1C=CC(P(C2C=CC=CC=2)[C-]2C=CC=C2)=CC=1.Cl[Pd]Cl.[Fe+2].ClCCl.COCCOC. The product is [F:1][C:2]1[CH:11]=[CH:10][C:9]([O:12][CH2:13][CH2:14][CH3:15])=[C:8]2[C:3]=1[C:4](=[O:18])[C:5]([C:24]1[CH:25]=[CH:26][C:21]([O:20][CH3:19])=[CH:22][CH:23]=1)=[C:6]([CH3:16])[NH:7]2. The yield is 0.610. (6) The reactants are [Si:1]([O:8][CH2:9][C:10]1([CH3:38])[S:16][CH2:15][CH2:14][N:13]2[C:17]([C:20]3([C:23]4[CH:28]=[CH:27][C:26](B5OC(C)(C)C(C)(C)O5)=[CH:25][CH:24]=4)[CH2:22][CH2:21]3)=[N:18][N:19]=[C:12]2[CH2:11]1)([C:4]([CH3:7])([CH3:6])[CH3:5])([CH3:3])[CH3:2].Br[C:40]1[N:45]=[CH:44][C:43]([CH3:46])=[CH:42][CH:41]=1.C(=O)([O-])[O-].[K+].[K+]. The catalyst is C(COC)OC.O.C1C=CC([P]([Pd]([P](C2C=CC=CC=2)(C2C=CC=CC=2)C2C=CC=CC=2)([P](C2C=CC=CC=2)(C2C=CC=CC=2)C2C=CC=CC=2)[P](C2C=CC=CC=2)(C2C=CC=CC=2)C2C=CC=CC=2)(C2C=CC=CC=2)C2C=CC=CC=2)=CC=1. The product is [Si:1]([O:8][CH2:9][C:10]1([CH3:38])[S:16][CH2:15][CH2:14][N:13]2[C:17]([C:20]3([C:23]4[CH:24]=[CH:25][C:26]([C:40]5[CH:41]=[CH:42][C:43]([CH3:46])=[CH:44][N:45]=5)=[CH:27][CH:28]=4)[CH2:22][CH2:21]3)=[N:18][N:19]=[C:12]2[CH2:11]1)([C:4]([CH3:6])([CH3:5])[CH3:7])([CH3:2])[CH3:3]. The yield is 0.210. (7) The reactants are [C:1](Cl)(=[O:8])[C:2]1[CH:7]=[CH:6][CH:5]=[CH:4][CH:3]=1.[CH3:10][CH:11]1[C:19]2[C:14](=[CH:15][C:16]([N+:20]([O-])=O)=[CH:17][CH:18]=2)[C:13](=[O:23])[CH2:12]1.C(N(CC)CC)C.C(OCC)(=O)C. The catalyst is ClCCl. The product is [CH3:10][CH:11]1[C:19]2[C:14](=[CH:15][C:16]([NH:20][C:1](=[O:8])[C:2]3[CH:7]=[CH:6][CH:5]=[CH:4][CH:3]=3)=[CH:17][CH:18]=2)[C:13](=[O:23])[CH2:12]1. The yield is 0.870.